From a dataset of Forward reaction prediction with 1.9M reactions from USPTO patents (1976-2016). Predict the product of the given reaction. (1) The product is: [OH:1][C:2]1[CH:3]=[CH:4][C:5]2[C:9]([O:10][C:11]3[CH:12]=[CH:13][C:14](/[CH:17]=[CH:18]/[C:19]([NH:31][CH3:30])=[O:20])=[N:15][CH:16]=3)=[C:8]([C:22]3[CH:27]=[CH:26][C:25]([OH:28])=[CH:24][CH:23]=3)[S:7][C:6]=2[CH:29]=1. Given the reactants [OH:1][C:2]1[CH:3]=[CH:4][C:5]2[C:9]([O:10][C:11]3[CH:12]=[CH:13][C:14](/[CH:17]=[CH:18]/[C:19](O)=[O:20])=[N:15][CH:16]=3)=[C:8]([C:22]3[CH:27]=[CH:26][C:25]([OH:28])=[CH:24][CH:23]=3)[S:7][C:6]=2[CH:29]=1.[CH3:30][N:31](C(ON1N=NC2C=CC=NC1=2)=[N+](C)C)C.F[P-](F)(F)(F)(F)F.Cl.CN.CN1CCOCC1, predict the reaction product. (2) Given the reactants Cl.[NH2:2][C@@H:3]([C:5]1[CH:10]=[CH:9][C:8]([NH:11][S:12]([CH3:15])(=[O:14])=[O:13])=[C:7]([F:16])[CH:6]=1)[CH3:4].[F:17][C:18]([F:33])([F:32])[C:19]1[CH:28]=[C:27]2[C:22]([CH:23]=[C:24]([C:29](O)=[O:30])[CH:25]=[N:26]2)=[CH:21][CH:20]=1.CN(C(ON1N=NC2C=CC=CC1=2)=[N+](C)C)C.F[P-](F)(F)(F)(F)F.C(N(CC)CC)C, predict the reaction product. The product is: [F:16][C:7]1[CH:6]=[C:5]([C@H:3]([NH:2][C:29]([C:24]2[CH:25]=[N:26][C:27]3[C:22]([CH:23]=2)=[CH:21][CH:20]=[C:19]([C:18]([F:33])([F:17])[F:32])[CH:28]=3)=[O:30])[CH3:4])[CH:10]=[CH:9][C:8]=1[NH:11][S:12]([CH3:15])(=[O:14])=[O:13]. (3) Given the reactants [NH2:1]/[CH:2]=[C:3](/[N:7]([CH:11]1[CH2:15][CH2:14][CH2:13][CH2:12]1)[C:8](=O)[CH3:9])\[C:4](=[O:6])[CH3:5].[OH-].[Na+].[NH4+].[Cl-], predict the reaction product. The product is: [CH:11]1([N:7]2[C:3]([C:4](=[O:6])[CH3:5])=[CH:2][N:1]=[C:8]2[CH3:9])[CH2:15][CH2:14][CH2:13][CH2:12]1. (4) Given the reactants Br[C:2]1[N:6]([S:7]([C:10]2[CH:11]=[N:12][CH:13]=[CH:14][CH:15]=2)(=[O:9])=[O:8])[CH:5]=[C:4]([CH2:16][N:17]([CH3:25])[C:18](=[O:24])[O:19][C:20]([CH3:23])([CH3:22])[CH3:21])[CH:3]=1.[Cl:26][C:27]1[C:32](B(O)O)=[CH:31][CH:30]=[CH:29][N:28]=1.C(=O)([O-])O.[Na+].COCCOC, predict the reaction product. The product is: [C:20]([O:19][C:18](=[O:24])[N:17]([CH2:16][C:4]1[CH:3]=[C:2]([C:32]2[C:27]([Cl:26])=[N:28][CH:29]=[CH:30][CH:31]=2)[N:6]([S:7]([C:10]2[CH:11]=[N:12][CH:13]=[CH:14][CH:15]=2)(=[O:9])=[O:8])[CH:5]=1)[CH3:25])([CH3:23])([CH3:22])[CH3:21].